From a dataset of Human liver microsome stability data. Regression/Classification. Given a drug SMILES string, predict its absorption, distribution, metabolism, or excretion properties. Task type varies by dataset: regression for continuous measurements (e.g., permeability, clearance, half-life) or binary classification for categorical outcomes (e.g., BBB penetration, CYP inhibition). Dataset: hlm. The drug is CNC[C@H]1Cc2ccccc2[C@H](c2ccc(Cl)c(Cl)c2)C1. The result is 0 (unstable in human liver microsomes).